This data is from Full USPTO retrosynthesis dataset with 1.9M reactions from patents (1976-2016). The task is: Predict the reactants needed to synthesize the given product. Given the product [CH3:1][O:2][C:3](=[O:15])[C:4]1[C:9]([Cl:10])=[CH:8][CH:7]=[C:6]([C:11]([Cl:16])=[N:12][OH:13])[C:5]=1[F:14], predict the reactants needed to synthesize it. The reactants are: [CH3:1][O:2][C:3](=[O:15])[C:4]1[C:9]([Cl:10])=[CH:8][CH:7]=[C:6]([CH:11]=[N:12][OH:13])[C:5]=1[F:14].[Cl:16]N1C(=O)CCC1=O.O.CCOC(C)=O.